This data is from Full USPTO retrosynthesis dataset with 1.9M reactions from patents (1976-2016). The task is: Predict the reactants needed to synthesize the given product. (1) Given the product [NH:23]1[CH2:24][CH2:25][CH:21]([CH:17]2[CH2:18][CH2:19][CH2:20][N:15]3[CH:14]=[N:13][CH:12]=[C:16]23)[CH2:22]1, predict the reactants needed to synthesize it. The reactants are: OS(O)(=O)=O.[H-].[Al+3].[Li+].[H-].[H-].[H-].[CH:12]1[N:13]=[CH:14][N:15]2[CH2:20][CH2:19][CH2:18][CH:17]([CH:21]3[CH2:25][CH2:24][NH:23][C:22]3=O)[C:16]=12. (2) Given the product [O:4]1[CH2:5][CH2:6][CH2:7][CH:2]([C:8]2[CH:13]=[CH:12][C:11]([OH:14])=[CH:10][C:9]=2[OH:15])[CH2:3]1, predict the reactants needed to synthesize it. The reactants are: O[C:2]1([C:8]2[CH:13]=[CH:12][C:11]([OH:14])=[CH:10][C:9]=2[OH:15])[CH2:7][CH2:6][CH2:5][O:4][CH2:3]1.[H][H]. (3) Given the product [F:29][C:2]([F:1])([F:28])[C:3]1[CH:4]=[C:5]([S:9]([N:12]2[CH2:16][C@@H:15]3[C@@H:17]([NH2:20])[CH2:18][CH2:19][C@@H:14]3[CH2:13]2)(=[O:10])=[O:11])[CH:6]=[CH:7][CH:8]=1, predict the reactants needed to synthesize it. The reactants are: [F:1][C:2]([F:29])([F:28])[C:3]1[CH:4]=[C:5]([S:9]([N:12]2[CH2:16][C@@H:15]3[C@@H:17]([NH:20]C(=O)OC(C)(C)C)[CH2:18][CH2:19][C@@H:14]3[CH2:13]2)(=[O:11])=[O:10])[CH:6]=[CH:7][CH:8]=1.Cl.